From a dataset of NCI-60 drug combinations with 297,098 pairs across 59 cell lines. Regression. Given two drug SMILES strings and cell line genomic features, predict the synergy score measuring deviation from expected non-interaction effect. (1) Drug 1: CC1=C(C(=O)C2=C(C1=O)N3CC4C(C3(C2COC(=O)N)OC)N4)N. Drug 2: C1CC(CCC1OC2=C(C(=CC=C2)Cl)F)(CC3=NC(=CC=C3)NC4=NC=CS4)C(=O)O. Cell line: NCI-H460. Synergy scores: CSS=59.2, Synergy_ZIP=-6.73, Synergy_Bliss=-10.6, Synergy_Loewe=-9.48, Synergy_HSA=-4.27. (2) Drug 1: CC1CCC2CC(C(=CC=CC=CC(CC(C(=O)C(C(C(=CC(C(=O)CC(OC(=O)C3CCCCN3C(=O)C(=O)C1(O2)O)C(C)CC4CCC(C(C4)OC)OCCO)C)C)O)OC)C)C)C)OC. Drug 2: CCCCC(=O)OCC(=O)C1(CC(C2=C(C1)C(=C3C(=C2O)C(=O)C4=C(C3=O)C=CC=C4OC)O)OC5CC(C(C(O5)C)O)NC(=O)C(F)(F)F)O. Cell line: DU-145. Synergy scores: CSS=51.2, Synergy_ZIP=1.92, Synergy_Bliss=3.23, Synergy_Loewe=3.36, Synergy_HSA=3.55. (3) Drug 1: CC1=C2C(C(=O)C3(C(CC4C(C3C(C(C2(C)C)(CC1OC(=O)C(C(C5=CC=CC=C5)NC(=O)OC(C)(C)C)O)O)OC(=O)C6=CC=CC=C6)(CO4)OC(=O)C)OC)C)OC. Drug 2: C1=CC=C(C(=C1)C(C2=CC=C(C=C2)Cl)C(Cl)Cl)Cl. Cell line: SW-620. Synergy scores: CSS=54.5, Synergy_ZIP=8.72, Synergy_Bliss=8.84, Synergy_Loewe=-23.4, Synergy_HSA=9.47. (4) Drug 1: C1=C(C(=O)NC(=O)N1)F. Drug 2: CN(CC1=CN=C2C(=N1)C(=NC(=N2)N)N)C3=CC=C(C=C3)C(=O)NC(CCC(=O)O)C(=O)O. Cell line: SK-MEL-5. Synergy scores: CSS=28.7, Synergy_ZIP=-5.40, Synergy_Bliss=-3.02, Synergy_Loewe=-7.52, Synergy_HSA=-0.586. (5) Drug 1: C1CN1C2=NC(=NC(=N2)N3CC3)N4CC4. Drug 2: C1=NC2=C(N1)C(=S)N=CN2. Cell line: SK-OV-3. Synergy scores: CSS=31.8, Synergy_ZIP=-11.9, Synergy_Bliss=-5.53, Synergy_Loewe=-6.01, Synergy_HSA=-1.89. (6) Drug 1: CC1CCC2CC(C(=CC=CC=CC(CC(C(=O)C(C(C(=CC(C(=O)CC(OC(=O)C3CCCCN3C(=O)C(=O)C1(O2)O)C(C)CC4CCC(C(C4)OC)OP(=O)(C)C)C)C)O)OC)C)C)C)OC. Drug 2: CC(C)(C#N)C1=CC=C(C=C1)N2C3=C4C=C(C=CC4=NC=C3N(C2=O)C)C5=CC6=CC=CC=C6N=C5. Cell line: HCT116. Synergy scores: CSS=40.3, Synergy_ZIP=5.20, Synergy_Bliss=4.61, Synergy_Loewe=4.73, Synergy_HSA=4.94. (7) Drug 1: CN(C)N=NC1=C(NC=N1)C(=O)N. Drug 2: C1=CN(C=N1)CC(O)(P(=O)(O)O)P(=O)(O)O. Cell line: NCI-H226. Synergy scores: CSS=1.99, Synergy_ZIP=-1.34, Synergy_Bliss=-2.91, Synergy_Loewe=-43.0, Synergy_HSA=-4.82.